Dataset: Forward reaction prediction with 1.9M reactions from USPTO patents (1976-2016). Task: Predict the product of the given reaction. (1) Given the reactants Cl[C:2]1[CH:3]=[C:4]([CH:7]=[CH:8][C:9]=1[NH:10][CH2:11][CH2:12][F:13])[C:5]#[N:6].[O:14]1[CH2:19][CH2:18][CH:17]([CH:20]2[CH2:25][CH2:24][C:23](=O)[CH2:22][CH2:21]2)[CH2:16][CH2:15]1.C(O)(=O)C.S([O-])([O-])(=O)=O.[Mg+2].P([O-])([O-])([O-])=O.[K+].[K+].[K+], predict the reaction product. The product is: [F:13][CH2:12][CH2:11][N:10]1[C:23]2[CH2:24][CH2:25][CH:20]([CH:17]3[CH2:16][CH2:15][O:14][CH2:19][CH2:18]3)[CH2:21][C:22]=2[C:2]2[C:9]1=[CH:8][CH:7]=[C:4]([C:5]#[N:6])[CH:3]=2. (2) Given the reactants [H-].[Na+].[Br:3][C:4]1[CH:9]=[CH:8][C:7]([OH:10])=[CH:6][CH:5]=1.[CH2:11](Br)[C:12]1[CH:17]=[CH:16][CH:15]=[CH:14][CH:13]=1.O, predict the reaction product. The product is: [Br:3][C:4]1[CH:9]=[CH:8][C:7]([O:10][CH2:11][C:12]2[CH:17]=[CH:16][CH:15]=[CH:14][CH:13]=2)=[CH:6][CH:5]=1. (3) Given the reactants [CH2:1]([O:8][C@H:9]1[C@H:14]([O:15][CH2:16][C:17]2[CH:22]=[CH:21][CH:20]=[CH:19][CH:18]=2)[C@@H:13]([O:23][CH2:24][C:25]2[CH:30]=[CH:29][CH:28]=[CH:27][CH:26]=2)[C@H:12]([O:31][CH2:32][C:33]2[CH:38]=[CH:37][CH:36]=[CH:35][CH:34]=2)[O:11][C@@H:10]1[C:39]([OH:41])=[O:40])[C:2]1[CH:7]=[CH:6][CH:5]=[CH:4][CH:3]=1.O[C@H:43]([CH3:56])[C:44]([NH:46][C@@H:47]([CH3:55])[CH2:48][C:49]1[CH:54]=[CH:53][CH:52]=[CH:51][CH:50]=1)=[O:45].C(Cl)CCl, predict the reaction product. The product is: [CH2:1]([O:8][C@H:9]1[C@H:14]([O:15][CH2:16][C:17]2[CH:22]=[CH:21][CH:20]=[CH:19][CH:18]=2)[C@@H:13]([O:23][CH2:24][C:25]2[CH:26]=[CH:27][CH:28]=[CH:29][CH:30]=2)[C@H:12]([O:31][CH2:32][C:33]2[CH:38]=[CH:37][CH:36]=[CH:35][CH:34]=2)[O:11][C@H:10]1[C:39]([O:41][C@@H:43]([CH3:56])[C:44](=[O:45])[NH:46][C@@H:47]([CH3:55])[CH2:48][C:49]1[CH:54]=[CH:53][CH:52]=[CH:51][CH:50]=1)=[O:40])[C:2]1[CH:7]=[CH:6][CH:5]=[CH:4][CH:3]=1. (4) Given the reactants [CH3:1][C:2]1[C:11]2[C:6](=[CH:7][CH:8]=[CH:9][CH:10]=2)[CH:5]=[N:4][C:3]=1[NH2:12].Cl[S:14]([C:17]1[CH:27]=[CH:26][C:20]([C:21]([O:23][CH2:24][CH3:25])=[O:22])=[CH:19][CH:18]=1)(=[O:16])=[O:15], predict the reaction product. The product is: [CH3:1][C:2]1[C:11]2[C:6](=[CH:7][CH:8]=[CH:9][CH:10]=2)[CH:5]=[N:4][C:3]=1[NH:12][S:14]([C:17]1[CH:18]=[CH:19][C:20]([C:21]([O:23][CH2:24][CH3:25])=[O:22])=[CH:26][CH:27]=1)(=[O:16])=[O:15]. (5) Given the reactants [Cl:1][C:2]1[CH:7]=[C:6]([F:8])[CH:5]=[CH:4][C:3]=1[C@H:9]1[C:14]([C:15]([O:17][CH2:18][CH3:19])=[O:16])=[C:13]([CH2:20]Br)[NH:12][C:11]([C:22]2[S:23][CH:24]=[CH:25][N:26]=2)=[N:10]1.[NH:27]1[CH2:32][CH2:31][O:30][CH2:29][CH2:28]1, predict the reaction product. The product is: [Cl:1][C:2]1[CH:7]=[C:6]([F:8])[CH:5]=[CH:4][C:3]=1[C@H:9]1[C:14]([C:15]([O:17][CH2:18][CH3:19])=[O:16])=[C:13]([CH2:20][N:27]2[CH2:32][CH2:31][O:30][CH2:29][CH2:28]2)[NH:12][C:11]([C:22]2[S:23][CH:24]=[CH:25][N:26]=2)=[N:10]1. (6) Given the reactants [Cl:1][C:2]1[CH:7]=[CH:6][C:5]([Cl:8])=[CH:4][C:3]=1/[CH:9]=[CH:10]/[C:11]([C:13]1[CH:14]=[CH:15][C:16](=[O:19])[NH:17][CH:18]=1)=[O:12].IC.[C:22](=O)([O-])[O-].[K+].[K+], predict the reaction product. The product is: [Cl:1][C:2]1[CH:7]=[CH:6][C:5]([Cl:8])=[CH:4][C:3]=1/[CH:9]=[CH:10]/[C:11]([C:13]1[CH:14]=[CH:15][C:16](=[O:19])[N:17]([CH3:22])[CH:18]=1)=[O:12]. (7) Given the reactants [Si]([O:8][C@H:9]([C@H:33]1[CH2:37][C@@H:36](OCCC)[CH2:35][N:34]1C(OC(C)(C)C)=O)[C@@H:10]([NH:20][C:21](=[O:32])[C:22]1[CH:27]=[CH:26][CH:25]=[C:24]([C:28]([O:30]C)=O)[CH:23]=1)[CH2:11][C:12]1[CH:17]=[C:16]([F:18])[CH:15]=[C:14]([F:19])[CH:13]=1)(C(C)(C)C)(C)C.CNC(=O)[C:52]1[CH:60]=[CH:59][CH:58]=[C:54](C(N)=O)[CH:53]=1.[Si](O[C@H:70]([C@H:93]1[CH2:97][C@@H](OCCC)CN1C(OC(C)(C)C)=O)[C@@H:71]([NH:81][C:82](=O)C1C=CC=C(C(=O)N)C=1)CC1C=C(F)C=C(F)C=1)(C(C)(C)C)(C)C, predict the reaction product. The product is: [CH2:71]([N:81]([CH3:82])[C:28](=[O:30])[C:24]1[CH:25]=[CH:26][CH:27]=[C:22]([C:21]([NH:20][C@@H:10]([CH2:11][C:12]2[CH:17]=[C:16]([F:18])[CH:15]=[C:14]([F:19])[CH:13]=2)[C@H:9]([OH:8])[C@H:33]2[CH2:37][CH:36]([C:52]3[CH:53]=[CH:54][CH:58]=[CH:59][CH:60]=3)[CH2:35][NH:34]2)=[O:32])[CH:23]=1)[CH2:70][CH2:93][CH3:97]. (8) The product is: [Br:1][C:12]1[N:13]2[CH2:18][CH2:17][CH2:16][C:15](=[O:19])[C:14]2=[C:10]([CH3:9])[N:11]=1. Given the reactants [Br:1]N1C(=O)CCC1=O.[CH3:9][C:10]1[N:11]=[CH:12][N:13]2[CH2:18][CH2:17][CH2:16][C:15](=[O:19])[C:14]=12, predict the reaction product.